The task is: Predict the reaction yield, written as a fraction of the theoretical maximum amount of product (1.0 means a 100% yield; for example, 0.34 means a 34% yield).. This data is from Reaction yield outcomes from USPTO patents with 853,638 reactions. (1) The reactants are C([N:8]1[CH2:14][CH2:13][CH2:12][CH2:11][CH:10]([CH2:15][OH:16])[CH2:9]1)C1C=CC=CC=1. The catalyst is CO.[Pd]. The product is [NH:8]1[CH2:14][CH2:13][CH2:12][CH2:11][CH:10]([CH2:15][OH:16])[CH2:9]1. The yield is 0.600. (2) The reactants are [Br:1][CH2:2][C:3]([C:5]1[CH:6]=[CH:7][C:8]2[C:17]3[CH:16]=[C:15]4[CH2:18][CH2:19][CH2:20][C:21](=[O:22])[C:14]4=[CH:13][C:12]=3[O:11][CH2:10][C:9]=2[CH:23]=1)=[O:4].[Br-:24].[Br-].[Br-].[NH+]1C=CC=CC=1.[NH+]1C=CC=CC=1.[NH+]1C=CC=CC=1.ClCCl. The catalyst is CO. The product is [Br:24][CH:20]1[CH2:19][CH2:18][C:15]2=[CH:16][C:17]3[C:8]4[CH:7]=[CH:6][C:5]([C:3](=[O:4])[CH2:2][Br:1])=[CH:23][C:9]=4[CH2:10][O:11][C:12]=3[CH:13]=[C:14]2[C:21]1=[O:22]. The yield is 0.840. (3) The reactants are [CH:1]1([CH2:4][O:5][C:6]2[C:7]([OH:24])=[C:8]([C:14]3[CH:15]=[C:16]4[C:20](=[CH:21][CH:22]=3)[C:19](=[O:23])[O:18][CH2:17]4)[CH:9]=[CH:10][C:11]=2[O:12][CH3:13])[CH2:3][CH2:2]1.C(=O)([O-])[O-].[K+].[K+].[CH2:31](Br)[CH2:32][CH3:33]. The catalyst is C(#N)C. The product is [CH:1]1([CH2:4][O:5][C:6]2[C:7]([O:24][CH2:31][CH2:32][CH3:33])=[C:8]([C:14]3[CH:15]=[C:16]4[C:20](=[CH:21][CH:22]=3)[C:19](=[O:23])[O:18][CH2:17]4)[CH:9]=[CH:10][C:11]=2[O:12][CH3:13])[CH2:3][CH2:2]1. The yield is 0.220. (4) The reactants are [Br:1][C:2]1[CH:21]=[CH:20][C:5]([CH2:6][N:7]2[C:15]3[C:10](=[CH:11][C:12]([C:16]([O:18]C)=[O:17])=[CH:13][CH:14]=3)[CH:9]=[CH:8]2)=[CH:4][CH:3]=1.[OH-].[Na+]. The yield is 0.990. The catalyst is CO. The product is [Br:1][C:2]1[CH:21]=[CH:20][C:5]([CH2:6][N:7]2[C:15]3[C:10](=[CH:11][C:12]([C:16]([OH:18])=[O:17])=[CH:13][CH:14]=3)[CH:9]=[CH:8]2)=[CH:4][CH:3]=1. (5) The catalyst is CN(C=O)C.C(OCC)(=O)C.O. The product is [N:14]1[CH:15]=[CH:16][C:11]([S:8][C:5]2[CH:6]=[CH:7][C:2]([NH2:1])=[CH:3][CH:4]=2)=[CH:12][CH:13]=1. The reactants are [NH2:1][C:2]1[CH:7]=[CH:6][C:5]([SH:8])=[CH:4][CH:3]=1.Cl.Cl[C:11]1[CH:16]=[CH:15][N:14]=[CH:13][CH:12]=1.C(=O)([O-])[O-].[K+].[K+]. The yield is 0.780.